From a dataset of Full USPTO retrosynthesis dataset with 1.9M reactions from patents (1976-2016). Predict the reactants needed to synthesize the given product. (1) Given the product [CH3:39][O:38][CH2:37][C@H:36]([NH:35][C@H:32]1[CH2:33][CH2:34][C@H:29]([NH:28][C:24]2[N:25]=[CH:26][N:27]=[C:22]([C:3]3[N:8]=[C:7]([NH:9][CH2:10][C:11]4([C:17]#[N:18])[CH2:16][CH2:15][O:14][CH2:13][CH2:12]4)[CH:6]=[CH:5][CH:4]=3)[CH:23]=2)[CH2:30][CH2:31]1)[CH3:40], predict the reactants needed to synthesize it. The reactants are: C[Sn](C)(C)[C:3]1[N:8]=[C:7]([NH:9][CH2:10][C:11]2([C:17]#[N:18])[CH2:16][CH2:15][O:14][CH2:13][CH2:12]2)[CH:6]=[CH:5][CH:4]=1.Cl[C:22]1[N:27]=[CH:26][N:25]=[C:24]([NH:28][C@H:29]2[CH2:34][CH2:33][C@H:32]([NH:35][C@H:36]([CH3:40])[CH2:37][O:38][CH3:39])[CH2:31][CH2:30]2)[CH:23]=1. (2) Given the product [NH2:47][C@H:8]([CH2:9][CH2:10][CH2:11][O:12][C:13]1[CH:22]=[C:21]2[C:16]([C:17]([O:23][C:24]3[CH:29]=[CH:28][C:27]([NH:30][C:31]([NH:33][C:34]4[CH:35]=[CH:36][C:37]([C:40]([F:41])([F:43])[F:42])=[CH:38][CH:39]=4)=[O:32])=[CH:26][C:25]=3[F:44])=[CH:18][CH:19]=[N:20]2)=[CH:15][C:14]=1[O:45][CH3:46])[C:7]([OH:48])=[O:6], predict the reactants needed to synthesize it. The reactants are: C1([O:6][C:7](=[O:48])[C@@H:8]([NH2:47])[CH2:9][CH2:10][CH2:11][O:12][C:13]2[CH:22]=[C:21]3[C:16]([C:17]([O:23][C:24]4[CH:29]=[CH:28][C:27]([NH:30][C:31]([NH:33][C:34]5[CH:39]=[CH:38][C:37]([C:40]([F:43])([F:42])[F:41])=[CH:36][CH:35]=5)=[O:32])=[CH:26][C:25]=4[F:44])=[CH:18][CH:19]=[N:20]3)=[CH:15][C:14]=2[O:45][CH3:46])CCCC1.[Li+].[OH-]. (3) Given the product [NH2:18][C:14]1[N:13]=[C:12]([O:19][CH:20]2[CH2:24][CH2:23][CH2:22][CH2:21]2)[N:11]=[C:10]2[C:15]=1[N:16]=[CH:17][N:9]2[C@H:4]1[C@H:3]2[C@H:2]([N:29]([CH:26]([CH3:28])[CH3:27])[C:30](=[O:31])[O:25]2)[C@@H:6]([CH2:7][F:8])[O:5]1, predict the reactants needed to synthesize it. The reactants are: Br[C@H:2]1[C@@H:6]([CH2:7][F:8])[O:5][C@@H:4]([N:9]2[CH:17]=[N:16][C:15]3[C:10]2=[N:11][C:12]([O:19][CH:20]2[CH2:24][CH2:23][CH2:22][CH2:21]2)=[N:13][C:14]=3[NH2:18])[C@@H:3]1[OH:25].[CH:26]([N:29]=[C:30]=[O:31])([CH3:28])[CH3:27].C(N(CC)CC)C.